Dataset: Catalyst prediction with 721,799 reactions and 888 catalyst types from USPTO. Task: Predict which catalyst facilitates the given reaction. (1) Reactant: [CH2:1]([O:8][C:9]([N:11]1[CH2:15][CH:14]=[CH:13][C@H:12]1[C:16]([O:18][CH2:19][C:20]1[CH:25]=[CH:24][CH:23]=[CH:22][CH:21]=1)=[O:17])=[O:10])[C:2]1[CH:7]=[CH:6][CH:5]=[CH:4][CH:3]=1.C1C=C(Cl)C=C(C(OO)=[O:34])C=1.S(C1C(C)=CC(O)=C(C(C)(C)C)C=1)C1C(C)=CC(O)=C(C(C)(C)C)C=1. Product: [CH2:19]([O:18][C:16]([C@H:12]1[N:11]([C:9]([O:8][CH2:1][C:2]2[CH:3]=[CH:4][CH:5]=[CH:6][CH:7]=2)=[O:10])[CH2:15][C@H:14]2[C@@H:13]1[O:34]2)=[O:17])[C:20]1[CH:25]=[CH:24][CH:23]=[CH:22][CH:21]=1. The catalyst class is: 26. (2) Reactant: [F:1][C:2]1[CH:10]=[C:9]2[C:5]([CH:6]=[CH:7][N:8]2[Si](C(C)C)(C(C)C)C(C)C)=[CH:4][C:3]=1[C:21]([OH:23])=[O:22].C1COCC1.[F-].C([N+](CCCC)(CCCC)CCCC)CCC. Product: [F:1][C:2]1[CH:10]=[C:9]2[C:5]([CH:6]=[CH:7][NH:8]2)=[CH:4][C:3]=1[C:21]([OH:23])=[O:22]. The catalyst class is: 28. (3) Reactant: [C:1]1([CH2:7][O:8][C:9]2[CH:14]=[CH:13][CH:12]=[CH:11][C:10]=2[CH2:15][N:16]2[CH:20]=[CH:19][C:18]([NH2:21])=[N:17]2)[CH:6]=[CH:5][CH:4]=[CH:3][CH:2]=1.C(N(CC)CC)C.[F:29][C:30]1[CH:38]=[CH:37][CH:36]=[C:35]([F:39])[C:31]=1[C:32](Cl)=[O:33]. Product: [F:29][C:30]1[CH:38]=[CH:37][CH:36]=[C:35]([F:39])[C:31]=1[C:32]([NH:21][C:18]1[CH:19]=[CH:20][N:16]([CH2:15][C:10]2[CH:11]=[CH:12][CH:13]=[CH:14][C:9]=2[O:8][CH2:7][C:1]2[CH:2]=[CH:3][CH:4]=[CH:5][CH:6]=2)[N:17]=1)=[O:33]. The catalyst class is: 10. (4) Reactant: C([N:8]1[CH2:16][C:15]2[C:10](=[CH:11][CH:12]=[C:13]([N+:17]([O-])=O)[CH:14]=2)[CH2:9]1)C1C=CC=CC=1.[ClH:20]. Product: [NH2:17][C:13]1[CH:14]=[C:15]2[C:10](=[CH:11][CH:12]=1)[CH2:9][NH:8][CH2:16]2.[ClH:20]. The catalyst class is: 320. (5) Product: [CH2:9]([O:16][C:17]([N:19]1[CH2:24][CH2:23][CH:22]([CH2:25][CH2:26][N:5]2[CH2:6][CH2:7][CH2:8][C@H:4]2[CH2:3][O:2][CH3:1])[CH2:21][CH2:20]1)=[O:18])[C:10]1[CH:11]=[CH:12][CH:13]=[CH:14][CH:15]=1. Reactant: [CH3:1][O:2][CH2:3][C@@H:4]1[CH2:8][CH2:7][CH2:6][NH:5]1.[CH2:9]([O:16][C:17]([N:19]1[CH2:24][CH2:23][CH:22]([CH2:25][CH2:26]Br)[CH2:21][CH2:20]1)=[O:18])[C:10]1[CH:15]=[CH:14][CH:13]=[CH:12][CH:11]=1. The catalyst class is: 10. (6) Reactant: [NH:1]1[C:5]2[CH:6]=[CH:7][CH:8]=[CH:9][C:4]=2[N:3]=[N:2]1.CC([O-])(C)C.[K+].C1COCC1.[CH2:21](Br)[C:22]1[CH:27]=[CH:26][CH:25]=[CH:24][CH:23]=1. Product: [CH2:21]([N:1]1[C:5]2[CH:6]=[CH:7][CH:8]=[CH:9][C:4]=2[N:3]=[N:2]1)[C:22]1[CH:27]=[CH:26][CH:25]=[CH:24][CH:23]=1. The catalyst class is: 18.